This data is from Reaction yield outcomes from USPTO patents with 853,638 reactions. The task is: Predict the reaction yield, written as a fraction of the theoretical maximum amount of product (1.0 means a 100% yield; for example, 0.34 means a 34% yield). The reactants are CS(O)(=O)=O.[NH2:6][CH2:7][C:8]1[CH:9]=[C:10]2[C:14](=[CH:15][CH:16]=1)[C:13](=[O:17])[N:12]([CH:18]1[CH2:23][CH2:22][C:21](=[O:24])[NH:20][C:19]1=[O:25])[CH2:11]2.CN(C(ON1N=NC2C=CC=NC1=2)=[N+](C)C)C.F[P-](F)(F)(F)(F)F.[Cl:50][C:51]1[CH:52]=[C:53]([C:57]([F:62])([F:61])[C:58](O)=[O:59])[CH:54]=[CH:55][CH:56]=1.C(N(C(C)C)C(C)C)C. The catalyst is CN(C=O)C.O. The product is [Cl:50][C:51]1[CH:52]=[C:53]([C:57]([F:61])([F:62])[C:58]([NH:6][CH2:7][C:8]2[CH:9]=[C:10]3[C:14](=[CH:15][CH:16]=2)[C:13](=[O:17])[N:12]([CH:18]2[CH2:23][CH2:22][C:21](=[O:24])[NH:20][C:19]2=[O:25])[CH2:11]3)=[O:59])[CH:54]=[CH:55][CH:56]=1. The yield is 0.360.